Dataset: Forward reaction prediction with 1.9M reactions from USPTO patents (1976-2016). Task: Predict the product of the given reaction. (1) Given the reactants [Li+].C[Si]([N-][Si](C)(C)C)(C)C.[Br:11][C:12]1[CH:13]=[CH:14][C:15]([F:26])=[C:16]([CH:18]([O:21][Si](C)(C)C)C#N)[CH:17]=1.[CH3:27][O:28][CH:29]1[CH2:34][CH2:33][C:32](=[O:35])[CH2:31][CH2:30]1.Cl, predict the reaction product. The product is: [Br:11][C:12]1[CH:13]=[CH:14][C:15]([F:26])=[C:16]([C:18]([C:32]2([OH:35])[CH2:33][CH2:34][CH:29]([O:28][CH3:27])[CH2:30][CH2:31]2)=[O:21])[CH:17]=1. (2) Given the reactants [Cl:1][C:2]1[CH:28]=[CH:27][C:5]([CH2:6][NH:7][C:8]([C:10]2[C:11](=[O:26])[C:12]3[S:19][CH:18]=[C:17]([CH2:20][O:21][CH2:22][CH2:23][O:24][CH3:25])[C:13]=3[N:14]([CH3:16])[CH:15]=2)=[O:9])=[CH:4][CH:3]=1.[Li+].CC([N-]C(C)C)C.C(NC(C)C)(C)C.C([Li])CCC.C1C[O:52][CH2:51]C1, predict the reaction product. The product is: [Cl:1][C:2]1[CH:3]=[CH:4][C:5]([CH2:6][NH:7][C:8]([C:10]2[C:11](=[O:26])[C:12]3[S:19][C:18]([CH:51]=[O:52])=[C:17]([CH2:20][O:21][CH2:22][CH2:23][O:24][CH3:25])[C:13]=3[N:14]([CH3:16])[CH:15]=2)=[O:9])=[CH:27][CH:28]=1. (3) Given the reactants [CH3:1][CH2:2][CH2:3]C[N+](CCCC)(CCCC)CCCC.[F-].CS(C)=[O:21].CCN(CC)CC.[CH2:30]1[CH2:34][O:33][CH2:32][CH2:31]1, predict the reaction product. The product is: [CH3:1][C:2]1[CH2:3][CH:32]([CH:31]=[O:21])[O:33][CH2:34][CH:30]=1. (4) The product is: [CH:18]1([CH2:17][C@H:16]([C:23]2[CH:28]=[CH:27][C:26]([S:29]([CH3:32])(=[O:31])=[O:30])=[CH:25][CH:24]=2)[C:15]([NH:14][C:11]2[CH:12]=[CH:13][N:9]([CH2:8][CH2:7][OH:6])[N:10]=2)=[O:33])[CH2:22][CH2:21][CH2:20][CH2:19]1. Given the reactants C([Si](C)(C)[O:6][CH2:7][CH2:8][N:9]1[CH:13]=[CH:12][C:11]([NH:14][C:15](=[O:33])[C@@H:16]([C:23]2[CH:28]=[CH:27][C:26]([S:29]([CH3:32])(=[O:31])=[O:30])=[CH:25][CH:24]=2)[CH2:17][CH:18]2[CH2:22][CH2:21][CH2:20][CH2:19]2)=[N:10]1)(C)(C)C.Cl, predict the reaction product. (5) Given the reactants [C:1]([O:20][CH2:21][CH:22]([CH2:24][OH:25])[OH:23])(=[O:19])[CH2:2][CH2:3][CH2:4][CH2:5][CH2:6][CH2:7][CH2:8][CH2:9][CH2:10][CH2:11][CH2:12][CH2:13][CH2:14][CH2:15][CH2:16][CH2:17][CH3:18].C(OCC(CO)O)(=O)CCCCCCCCCCCCCCC, predict the reaction product. The product is: [C:1]([O:20][CH2:21][CH:22]([CH2:24][OH:25])[OH:23])(=[O:19])[CH2:2][CH2:3][CH2:4][CH2:5][CH2:6][CH2:7][CH2:8]/[CH:9]=[CH:10]\[CH2:11][CH2:12][CH2:13][CH2:14][CH2:15][CH2:16][CH2:17][CH3:18].